Dataset: Forward reaction prediction with 1.9M reactions from USPTO patents (1976-2016). Task: Predict the product of the given reaction. (1) Given the reactants [CH2:1]([O:4][C:5]([N:7]1[CH2:12][CH2:11][C:10](=O)[CH2:9][CH2:8]1)=[O:6])[CH:2]=[CH2:3].C(OC([NH:21][C@H:22]([C@@H:26]([CH:28]1[CH2:33][CH2:32][CH2:31][CH2:30][CH2:29]1)[OH:27])[C:23]([OH:25])=O)=O)(C)(C)C.Cl.[CH2:35]([NH2:39])[C:36]#[C:37][CH3:38].C(N(C(C)C)CC)(C)C.[N:49]1([CH2:55][CH2:56][N+:57]#[C-:58])[CH2:54][CH2:53][O:52][CH2:51][CH2:50]1.C[OH:60], predict the reaction product. The product is: [CH2:1]([O:4][C:5]([N:7]1[CH2:12][CH2:11][C:10]([C:58]([NH:57][CH2:56][CH2:55][N:49]2[CH2:54][CH2:53][O:52][CH2:51][CH2:50]2)=[O:60])([N:39]([CH2:35][C:36]#[C:37][CH3:38])[C:23](=[O:25])[C@H:22]([NH2:21])[C@H:26]([OH:27])[CH:28]2[CH2:29][CH2:30][CH2:31][CH2:32][CH2:33]2)[CH2:9][CH2:8]1)=[O:6])[CH:2]=[CH2:3]. (2) Given the reactants C[O:2][C:3]([C:5]1[N:6]([CH2:31][CH:32]=O)[CH:7]=[C:8]([C:20](=[O:30])[NH:21][CH2:22][C:23]2[CH:28]=[CH:27][C:26]([F:29])=[CH:25][CH:24]=2)[C:9](=[O:19])[C:10]=1[O:11][CH2:12][C:13]1[CH:18]=[CH:17][CH:16]=[CH:15][CH:14]=1)=O.[NH2:34][C@H:35]([CH3:43])[CH2:36][CH2:37][NH:38][CH2:39][CH:40]([CH3:42])[CH3:41].C(O)(=O)C, predict the reaction product. The product is: [F:29][C:26]1[CH:25]=[CH:24][C:23]([CH2:22][NH:21][C:20]([C:8]2[C:9](=[O:19])[C:10]([O:11][CH2:12][C:13]3[CH:18]=[CH:17][CH:16]=[CH:15][CH:14]=3)=[C:5]3[C:3](=[O:2])[N:34]4[C@H:35]([CH3:43])[CH2:36][CH2:37][N:38]([CH2:39][CH:40]([CH3:42])[CH3:41])[C@H:32]4[CH2:31][N:6]3[CH:7]=2)=[O:30])=[CH:28][CH:27]=1. (3) Given the reactants [C:1]([C:3]1[CH:8]=[CH:7][C:6]([NH:9][C:10]([C:12]2[C:13]([C:18]([OH:20])=O)=[N:14][CH:15]=[CH:16][N:17]=2)=[O:11])=[CH:5][CH:4]=1)#[CH:2].[Si:21]([O:28][CH2:29][CH2:30][NH:31][C:32]1[CH:37]=[CH:36][C:35]([NH2:38])=[CH:34][CH:33]=1)([C:24]([CH3:27])([CH3:26])[CH3:25])([CH3:23])[CH3:22], predict the reaction product. The product is: [Si:21]([O:28][CH2:29][CH2:30][NH:31][C:32]1[CH:33]=[CH:34][C:35]([NH:38][C:18]([C:13]2[C:12]([C:10]([NH:9][C:6]3[CH:5]=[CH:4][C:3]([C:1]#[CH:2])=[CH:8][CH:7]=3)=[O:11])=[N:17][CH:16]=[CH:15][N:14]=2)=[O:20])=[CH:36][CH:37]=1)([C:24]([CH3:27])([CH3:26])[CH3:25])([CH3:23])[CH3:22]. (4) Given the reactants [CH3:1][CH:2]([C:6]1[CH:7]=[C:8]2[C:13](=[CH:14][CH:15]=1)[CH:12]=[C:11]([OH:16])[C:10]([S:17][CH3:18])=[CH:9]2)[CH2:3][CH2:4][CH3:5].N1C=CC=CC=1.[F:25][C:26]([F:39])([F:38])[S:27](O[S:27]([C:26]([F:39])([F:38])[F:25])(=[O:29])=[O:28])(=[O:29])=[O:28], predict the reaction product. The product is: [F:25][C:26]([F:39])([F:38])[S:27]([O:16][C:11]1[C:10]([S:17][CH3:18])=[CH:9][C:8]2[C:13](=[CH:14][CH:15]=[C:6]([CH:2]([CH3:1])[CH2:3][CH2:4][CH3:5])[CH:7]=2)[CH:12]=1)(=[O:29])=[O:28]. (5) The product is: [Br:12][C:13]1[CH:18]=[CH:17][C:16]([S:19]([CH3:26])(=[O:21])=[O:20])=[C:15]([CH2:23][CH3:24])[CH:14]=1. Given the reactants S([O-])([O-])=O.[Na+].[Na+].C(=O)(O)[O-].[Na+].[Br:12][C:13]1[CH:18]=[CH:17][C:16]([S:19](Cl)(=[O:21])=[O:20])=[C:15]([CH2:23][CH3:24])[CH:14]=1.Br[CH2:26]C(O)=O.[OH-].[Na+], predict the reaction product. (6) Given the reactants [Br:1][C:2]1[CH:11]=[CH:10][CH:9]=[C:4](C(OC)=O)[C:3]=1N.C[Mg]Br.O1CCC[CH2:17]1.[Cl-].[NH4+:22].C([O:25][CH2:26][CH3:27])C, predict the reaction product. The product is: [NH2:22][C:9]1[CH:10]=[CH:11][C:2]([Br:1])=[CH:3][C:4]=1[C:26]([OH:25])([CH3:27])[CH3:17].